This data is from Reaction yield outcomes from USPTO patents with 853,638 reactions. The task is: Predict the reaction yield, written as a fraction of the theoretical maximum amount of product (1.0 means a 100% yield; for example, 0.34 means a 34% yield). (1) The reactants are [Mg].[Br-].II.[CH:5](=[O:24])[CH2:6][CH2:7][CH2:8][CH2:9][CH2:10][CH2:11][CH2:12][CH2:13]/[CH:14]=[CH:15]\[CH2:16]/[CH:17]=[CH:18]\[CH2:19][CH2:20][CH2:21][CH2:22][CH3:23].Cl. The catalyst is C1COCC1.O. The product is [CH3:23][CH2:22][CH2:21][CH2:20][CH2:19]/[CH:18]=[CH:17]\[CH2:16]/[CH:15]=[CH:14]\[CH2:13][CH2:12][CH2:11][CH2:10][CH2:9][CH2:8][CH2:7][CH2:6][CH:5]([OH:24])[CH2:5][CH2:6][CH2:7][CH2:8][CH2:9][CH2:10][CH2:11][CH2:12]/[CH:13]=[CH:14]/[CH2:15]/[CH:16]=[CH:17]/[CH2:18][CH2:19][CH2:20][CH2:21][CH3:22]. The yield is 0.710. (2) The reactants are C([O:3][C:4]([C:6]1[N:7]=[CH:8][N:9]([C:11]2[CH:16]=[C:15]([C:17](=[O:36])[NH:18][C:19]3[CH:24]=[C:23]([C:25]([CH3:28])([CH3:27])[CH3:26])[CH:22]=[C:21]([NH:29][S:30]([CH3:33])(=[O:32])=[O:31])[C:20]=3[O:34][CH3:35])[CH:14]=[CH:13][C:12]=2[CH3:37])[CH:10]=1)=[O:5])C.O[Li].O.CC(O)=O. The catalyst is CO.O. The product is [C:25]([C:23]1[CH:22]=[C:21]([NH:29][S:30]([CH3:33])(=[O:31])=[O:32])[C:20]([O:34][CH3:35])=[C:19]([NH:18][C:17]([C:15]2[CH:14]=[CH:13][C:12]([CH3:37])=[C:11]([N:9]3[CH:10]=[C:6]([C:4]([OH:5])=[O:3])[N:7]=[CH:8]3)[CH:16]=2)=[O:36])[CH:24]=1)([CH3:28])([CH3:26])[CH3:27]. The yield is 0.810.